From a dataset of Catalyst prediction with 721,799 reactions and 888 catalyst types from USPTO. Predict which catalyst facilitates the given reaction. Reactant: [CH2:1]([O:8][C:9]([N:11]1[CH2:16][CH2:15][N:14]([C:17](=[O:29])[C:18]([NH:21]C(OC(C)(C)C)=O)([CH3:20])[CH3:19])[CH2:13][CH2:12]1)=[O:10])[C:2]1[CH:7]=[CH:6][CH:5]=[CH:4][CH:3]=1.Cl. Product: [NH2:21][C:18]([CH3:20])([CH3:19])[C:17]([N:14]1[CH2:15][CH2:16][N:11]([C:9]([O:8][CH2:1][C:2]2[CH:7]=[CH:6][CH:5]=[CH:4][CH:3]=2)=[O:10])[CH2:12][CH2:13]1)=[O:29]. The catalyst class is: 7.